This data is from Reaction yield outcomes from USPTO patents with 853,638 reactions. The task is: Predict the reaction yield, written as a fraction of the theoretical maximum amount of product (1.0 means a 100% yield; for example, 0.34 means a 34% yield). (1) The reactants are [N:1]1([CH:6]2[CH2:15][CH2:14][C:13]([CH3:17])([CH3:16])[C:12]3[CH:11]=[C:10]([C:18]#[C:19][C:20]4[CH:25]=[CH:24][C:23]([CH2:26][C:27]([O:29]C)=[O:28])=[CH:22][CH:21]=4)[CH:9]=[CH:8][C:7]2=3)[CH:5]=[CH:4][N:3]=[CH:2]1.[OH-].[Na+]. The catalyst is C(O)C. The product is [N:1]1([CH:6]2[CH2:15][CH2:14][C:13]([CH3:17])([CH3:16])[C:12]3[CH:11]=[C:10]([C:18]#[C:19][C:20]4[CH:21]=[CH:22][C:23]([CH2:26][C:27]([OH:29])=[O:28])=[CH:24][CH:25]=4)[CH:9]=[CH:8][C:7]2=3)[CH:5]=[CH:4][N:3]=[CH:2]1. The yield is 0.830. (2) The reactants are [Cl:1][C:2]1[CH:3]=[C:4]([NH:8][C@@H:9]([CH3:12])[CH2:10][OH:11])[CH:5]=[CH:6][CH:7]=1.N1C=CN=C1.[C:18]([Si:22](Cl)([CH3:24])[CH3:23])([CH3:21])([CH3:20])[CH3:19].O. The catalyst is CN(C)C=O. The product is [Si:22]([O:11][CH2:10][C@@H:9]([NH:8][C:4]1[CH:5]=[CH:6][CH:7]=[C:2]([Cl:1])[CH:3]=1)[CH3:12])([C:18]([CH3:21])([CH3:20])[CH3:19])([CH3:24])[CH3:23]. The yield is 0.650.